From a dataset of NCI-60 drug combinations with 297,098 pairs across 59 cell lines. Regression. Given two drug SMILES strings and cell line genomic features, predict the synergy score measuring deviation from expected non-interaction effect. Drug 1: CCC1=CC2CC(C3=C(CN(C2)C1)C4=CC=CC=C4N3)(C5=C(C=C6C(=C5)C78CCN9C7C(C=CC9)(C(C(C8N6C)(C(=O)OC)O)OC(=O)C)CC)OC)C(=O)OC.C(C(C(=O)O)O)(C(=O)O)O. Drug 2: C1=CN(C=N1)CC(O)(P(=O)(O)O)P(=O)(O)O. Cell line: MDA-MB-231. Synergy scores: CSS=7.04, Synergy_ZIP=-8.33, Synergy_Bliss=-12.2, Synergy_Loewe=-31.9, Synergy_HSA=-10.5.